This data is from Catalyst prediction with 721,799 reactions and 888 catalyst types from USPTO. The task is: Predict which catalyst facilitates the given reaction. Reactant: O=P12OP3(OP(OP(O3)(O1)=O)(=O)O2)=O.O=P(Cl)(Cl)Cl.[CH3:20][C:21]([C:33]1[CH:38]=[CH:37][CH:36]=[CH:35][CH:34]=1)([CH3:32])[CH2:22][NH:23][C:24](=O)[C:25]1[CH:30]=[CH:29][CH:28]=[CH:27][CH:26]=1. Product: [CH3:20][C:21]1([CH3:32])[C:33]2[C:38](=[CH:37][CH:36]=[CH:35][CH:34]=2)[C:24]([C:25]2[CH:30]=[CH:29][CH:28]=[CH:27][CH:26]=2)=[N:23][CH2:22]1. The catalyst class is: 113.